From a dataset of Forward reaction prediction with 1.9M reactions from USPTO patents (1976-2016). Predict the product of the given reaction. The product is: [CH3:33][C:32]1[CH:31]=[CH:30][CH:29]=[C:28]([CH3:34])[C:27]=1[O:26][C:23]1[N:22]=[CH:21][C:20]([NH:19][C:17](=[O:18])[C:16]([CH3:35])([CH3:36])[NH2:12])=[CH:25][CH:24]=1. Given the reactants FC(F)(F)C(O)=O.CC([N:12]([C:16]([CH3:36])([CH3:35])[C:17]([NH:19][C:20]1[CH:21]=[N:22][C:23]([O:26][C:27]2[C:32]([CH3:33])=[CH:31][CH:30]=[CH:29][C:28]=2[CH3:34])=[CH:24][CH:25]=1)=[O:18])C(=O)[O-])(C)C, predict the reaction product.